From a dataset of Full USPTO retrosynthesis dataset with 1.9M reactions from patents (1976-2016). Predict the reactants needed to synthesize the given product. (1) Given the product [Cl:1][C:2]1[CH:7]=[C:6]([I:8])[CH:5]=[CH:4][C:3]=1[N:9]=[C:10]=[N:12][CH3:13], predict the reactants needed to synthesize it. The reactants are: [Cl:1][C:2]1[CH:7]=[C:6]([I:8])[CH:5]=[CH:4][C:3]=1[NH:9][C:10]([NH:12][CH3:13])=O.C1C=CC(P(C2C=CC=CC=2)C2C=CC=CC=2)=CC=1. (2) Given the product [C:1]([C:3]1[CH:4]=[CH:5][C:6]([C:9]([Cl:15])=[O:11])=[N:7][CH:8]=1)#[N:2], predict the reactants needed to synthesize it. The reactants are: [C:1]([C:3]1[CH:4]=[CH:5][C:6]([C:9]([OH:11])=O)=[N:7][CH:8]=1)#[N:2].C(Cl)(=O)C([Cl:15])=O.CN(C)C=O.C1(C)C=CC=CC=1. (3) Given the product [Si:3]([O:20][CH2:21][CH2:22][O:23][CH2:24][C@H:25]([O:37][C:39]1[N:44]=[CH:43][N:42]=[C:41]2[N:45]([C:48]3[CH:55]=[CH:54][CH:53]=[C:50]([C:51]#[N:52])[C:49]=3[CH3:56])[N:46]=[CH:47][C:40]=12)[C:26]([NH:28][C:29]1[CH:34]=[CH:33][C:32]([C:35]#[N:36])=[CH:31][N:30]=1)=[O:27])([C:16]([CH3:17])([CH3:18])[CH3:19])([C:10]1[CH:11]=[CH:12][CH:13]=[CH:14][CH:15]=1)[C:4]1[CH:5]=[CH:6][CH:7]=[CH:8][CH:9]=1, predict the reactants needed to synthesize it. The reactants are: [H-].[Na+].[Si:3]([O:20][CH2:21][CH2:22][O:23][CH2:24][C@H:25]([OH:37])[C:26]([NH:28][C:29]1[CH:34]=[CH:33][C:32]([C:35]#[N:36])=[CH:31][N:30]=1)=[O:27])([C:16]([CH3:19])([CH3:18])[CH3:17])([C:10]1[CH:15]=[CH:14][CH:13]=[CH:12][CH:11]=1)[C:4]1[CH:9]=[CH:8][CH:7]=[CH:6][CH:5]=1.Cl[C:39]1[N:44]=[CH:43][N:42]=[C:41]2[N:45]([C:48]3[C:49]([CH3:56])=[C:50]([CH:53]=[CH:54][CH:55]=3)[C:51]#[N:52])[N:46]=[CH:47][C:40]=12.C(O)(=O)CC(CC(O)=O)(C(O)=O)O. (4) Given the product [F:23][C:17]1[C:16]([CH3:24])=[C:15]([N:11]2[C:12](=[O:14])[CH2:13][C@H:9]([OH:8])[C@@H:10]2[CH3:25])[CH:22]=[CH:21][C:18]=1[C:19]#[N:20], predict the reactants needed to synthesize it. The reactants are: [Si]([O:8][C@H:9]1[CH2:13][C:12](=[O:14])[N:11]([C:15]2[CH:22]=[CH:21][C:18]([C:19]#[N:20])=[C:17]([F:23])[C:16]=2[CH3:24])[C@H:10]1[CH3:25])(C(C)(C)C)(C)C.[F-].C([N+](CCCC)(CCCC)CCCC)CCC.C1COCC1.O. (5) Given the product [Cl:7][C:6]1[S:5][C:4]([Cl:8])=[C:3]([CH:9]([C:17]2[CH:22]=[CH:21][CH:20]=[C:19]([Cl:23])[CH:18]=2)[O:10][CH:11]2[CH2:16][CH2:15][CH2:14][CH2:13][O:12]2)[C:2]=1[C:27]([OH:26])=[O:32], predict the reactants needed to synthesize it. The reactants are: Br[C:2]1[C:3]([CH:9]([C:17]2[CH:22]=[CH:21][CH:20]=[C:19]([Cl:23])[CH:18]=2)[O:10][CH:11]2[CH2:16][CH2:15][CH2:14][CH2:13][O:12]2)=[C:4]([Cl:8])[S:5][C:6]=1[Cl:7].CC[O:26][CH2:27]C.C1C[O:32]CC1. (6) Given the product [Cl:12][C:13]1[CH:14]=[C:15]([NH:16][C:7]([S:10][CH3:11])=[C:3]([C:1]#[N:2])[C:4]([NH2:6])=[O:5])[CH:17]=[CH:18][CH:19]=1, predict the reactants needed to synthesize it. The reactants are: [C:1]([C:3](=[C:7]([S:10][CH3:11])SC)[C:4]([NH2:6])=[O:5])#[N:2].[Cl:12][C:13]1[CH:14]=[C:15]([CH:17]=[CH:18][CH:19]=1)[NH2:16]. (7) Given the product [Cl:1][C:2]1[CH:7]=[CH:6][C:5]([C:8]([F:9])([F:10])[F:11])=[CH:4][C:3]=1[C:12]1[CH:17]=[CH:16][N:15]=[C:14]([C:18]2[NH:20][O:21][C:22](=[O:23])[N:19]=2)[CH:13]=1, predict the reactants needed to synthesize it. The reactants are: [Cl:1][C:2]1[CH:7]=[CH:6][C:5]([C:8]([F:11])([F:10])[F:9])=[CH:4][C:3]=1[C:12]1[CH:17]=[CH:16][N:15]=[C:14]([C:18](=[N:20][OH:21])[NH2:19])[CH:13]=1.[C:22](N1C=CN=C1)(N1C=CN=C1)=[O:23].N12CCCN=C1CCCCC2.Cl.